Dataset: Human liver microsome stability data. Task: Regression/Classification. Given a drug SMILES string, predict its absorption, distribution, metabolism, or excretion properties. Task type varies by dataset: regression for continuous measurements (e.g., permeability, clearance, half-life) or binary classification for categorical outcomes (e.g., BBB penetration, CYP inhibition). Dataset: hlm. (1) The compound is CCOc1cc(NC(=O)C2(NC(=O)c3ccc4c(C5CCCC5)c(-c5ncc(Cl)cn5)n(C)c4c3)CCC2)ccc1C=CC(=O)OCc1ccccc1. The result is 0 (unstable in human liver microsomes). (2) The compound is O=C(N[C@H](Cc1c[nH]c2ccccc12)C(=O)Nc1ccncc1)c1ccc(-c2cccc(F)c2)cc1F. The result is 1 (stable in human liver microsomes). (3) The molecule is ON=C(NC1CCCCC1)c1ccccc1-c1ccccc1. The result is 0 (unstable in human liver microsomes).